Dataset: Rat liver microsome stability data. Task: Regression/Classification. Given a drug SMILES string, predict its absorption, distribution, metabolism, or excretion properties. Task type varies by dataset: regression for continuous measurements (e.g., permeability, clearance, half-life) or binary classification for categorical outcomes (e.g., BBB penetration, CYP inhibition). Dataset: rlm. (1) The drug is COC(=O)[C@H](NC(=O)c1cc(-c2ccccc2)nc2ccccc12)c1ccccc1. The result is 1 (stable in rat liver microsomes). (2) The molecule is C[C@@H]1OCC2(CCN(c3nc4nnc(-c5ccnc(NC6CC6)c5Cl)c-4c(O)n3C)CC2)[C@@H]1N. The result is 0 (unstable in rat liver microsomes). (3) The molecule is C[C@@H]1C[C@H](N)C[C@H](c2ccncc2NC(=O)c2csc(-c3c(F)cccc3F)n2)C1. The result is 0 (unstable in rat liver microsomes). (4) The compound is Cc1c(Nc2c(C#N)cncc2-c2ccc(OCCN3CCN(C)CC3)cc2)ccc2[nH]ccc12. The result is 1 (stable in rat liver microsomes). (5) The molecule is Cc1noc(C)c1C(=O)N1CCC2(CC1)CCN(C(c1ccccc1)c1ccccc1)CC2. The result is 1 (stable in rat liver microsomes). (6) The compound is COc1cnc(-c2cncnc2)c2[nH]cc(C(=O)C(=O)N3CCN(C(=O)c4ccccc4)CC3)c12. The result is 0 (unstable in rat liver microsomes).